From a dataset of Catalyst prediction with 721,799 reactions and 888 catalyst types from USPTO. Predict which catalyst facilitates the given reaction. (1) The catalyst class is: 18. Product: [CH:12]1([NH:8][C:41]2[O:42][C:38]([C:35]3[CH:36]=[C:37]4[C:32](=[CH:33][CH:34]=3)[N:31]([S:44]([C:47]3[CH:48]=[CH:49][C:50]([CH3:51])=[CH:52][CH:53]=3)(=[O:45])=[O:46])[CH:30]=[C:29]4[I:28])=[N:39][N:40]=2)[CH2:13][CH2:14]1. Reactant: F[P-](F)(F)(F)(F)F.[N:8]1(O[P+](N(C)C)(N(C)C)N(C)C)[C:12]2[CH:13]=[CH:14][CH:14]=[CH:13][C:12]=2[N:8]=N1.[I:28][C:29]1[C:37]2[C:32](=[CH:33][CH:34]=[C:35]([C:38]3[O:42][C:41](=O)[NH:40][N:39]=3)[CH:36]=2)[N:31]([S:44]([C:47]2[CH:53]=[CH:52][C:50]([CH3:51])=[CH:49][CH:48]=2)(=[O:46])=[O:45])[CH:30]=1.C1(N)CC1.C(N(C(C)C)CC)(C)C. (2) Reactant: CC1(C)[O:6][C@@H:5]([CH2:7][O:8][NH:9][C:10]([C:12]2[O:20][C:19]3[CH:18]=[CH:17][N:16]=[CH:15][C:14]=3[C:13]=2[NH:21][C:22]2[CH:27]=[CH:26][C:25]([I:28])=[CH:24][C:23]=2[Cl:29])=[O:11])[CH2:4][O:3]1. Product: [OH:6][C@H:5]([CH2:4][OH:3])[CH2:7][O:8][NH:9][C:10]([C:12]1[O:20][C:19]2[CH:18]=[CH:17][N:16]=[CH:15][C:14]=2[C:13]=1[NH:21][C:22]1[CH:27]=[CH:26][C:25]([I:28])=[CH:24][C:23]=1[Cl:29])=[O:11]. The catalyst class is: 5. (3) Reactant: [F:1][C:2]1[CH:35]=[CH:34][C:5]([CH2:6][CH2:7][C:8]2[C:9]([C:30]([O:32]C)=[O:31])=[N:10][C:11]([O:14][CH:15]([C:23]3[CH:28]=[CH:27][C:26]([F:29])=[CH:25][CH:24]=3)[CH2:16][C:17]3[N:21]([CH3:22])[CH:20]=[N:19][CH:18]=3)=[CH:12][CH:13]=2)=[CH:4][CH:3]=1.[OH-].[Na+].O. Product: [F:1][C:2]1[CH:35]=[CH:34][C:5]([CH2:6][CH2:7][C:8]2[C:9]([C:30]([OH:32])=[O:31])=[N:10][C:11]([O:14][CH:15]([C:23]3[CH:28]=[CH:27][C:26]([F:29])=[CH:25][CH:24]=3)[CH2:16][C:17]3[N:21]([CH3:22])[CH:20]=[N:19][CH:18]=3)=[CH:12][CH:13]=2)=[CH:4][CH:3]=1. The catalyst class is: 5. (4) Reactant: FC(F)(F)C(O)=O.[CH2:8]([N:15]1[C:19]2[CH:20]=[CH:21][C:22]3[N:23]([C:24]([CH3:27])=[N:25][N:26]=3)[C:18]=2[CH:17]=[C:16]1[C:28]([OH:30])=O)[C:9]1[CH:14]=[CH:13][CH:12]=[CH:11][CH:10]=1.C(N(CC)C(C)C)(C)C.F[P-](F)(F)(F)(F)F.C[N+](C)=C(N(C)C)O[N:51]1[C:55]2N=CC=[CH:59][C:54]=2N=N1.C(N)CC. Product: [CH2:8]([N:15]1[C:19]2[CH:20]=[CH:21][C:22]3[N:23]([C:24]([CH3:27])=[N:25][N:26]=3)[C:18]=2[CH:17]=[C:16]1[C:28]([NH:51][CH2:55][CH2:54][CH3:59])=[O:30])[C:9]1[CH:14]=[CH:13][CH:12]=[CH:11][CH:10]=1. The catalyst class is: 121. (5) Reactant: [Cl:1][C:2]1[CH:3]=[C:4]2[C:9](=[CH:10][C:11]=1[O:12][C:13]1[CH:21]=[CH:20][C:16]([C:17](O)=[O:18])=[CH:15][CH:14]=1)[O:8][CH2:7][CH2:6][CH:5]2[C:22]([O:24][CH2:25][CH3:26])=[O:23].O.ON1C2C=CC=CC=2N=N1.[Cl:38][C:39]1[CH:44]=[C:43]([Cl:45])[CH:42]=[C:41]([O:46][CH3:47])[C:40]=1[CH2:48][CH2:49][NH2:50].Cl.C(N=C=NCCCN(C)C)C. Product: [Cl:1][C:2]1[CH:3]=[C:4]2[C:9](=[CH:10][C:11]=1[O:12][C:13]1[CH:21]=[CH:20][C:16]([C:17](=[O:18])[NH:50][CH2:49][CH2:48][C:40]3[C:41]([O:46][CH3:47])=[CH:42][C:43]([Cl:45])=[CH:44][C:39]=3[Cl:38])=[CH:15][CH:14]=1)[O:8][CH2:7][CH2:6][CH:5]2[C:22]([O:24][CH2:25][CH3:26])=[O:23]. The catalyst class is: 18. (6) Reactant: [F:1][CH:2]([F:11])[O:3][C:4]1[CH:9]=[CH:8][C:7]([OH:10])=[CH:6][CH:5]=1.[N+:12]([O-])([OH:14])=[O:13]. Product: [F:1][CH:2]([F:11])[O:3][C:4]1[CH:5]=[CH:6][C:7]([OH:10])=[C:8]([N+:12]([O-:14])=[O:13])[CH:9]=1. The catalyst class is: 26. (7) Reactant: [Cl:1][C:2]1[CH:15]=[C:14]2[C:5]([N:6]=[C:7]3[C:12](=[C:13]2Cl)[CH2:11][CH2:10][CH2:9][CH2:8]3)=[CH:4][CH:3]=1.[OH2:17]. Product: [Cl:1][C:2]1[CH:15]=[C:14]2[C:5]([NH:6][C:7]3[CH2:8][CH2:9][CH2:10][CH2:11][C:12]=3[C:13]2=[O:17])=[CH:4][CH:3]=1. The catalyst class is: 15.